From a dataset of Catalyst prediction with 721,799 reactions and 888 catalyst types from USPTO. Predict which catalyst facilitates the given reaction. Reactant: [CH2:1]([N:8]([CH3:13])[CH2:9][CH:10]1[CH2:12][O:11]1)[C:2]1[CH:7]=[CH:6][CH:5]=[CH:4][CH:3]=1.[CH3:14][C:15]1([CH3:22])[O:19][CH:18]([CH2:20][NH2:21])[CH2:17][O:16]1. Product: [CH2:1]([N:8]([CH3:13])[CH2:9][CH:10]([OH:11])[CH2:12][NH:21][CH2:20][CH:18]1[CH2:17][O:16][C:15]([CH3:22])([CH3:14])[O:19]1)[C:2]1[CH:7]=[CH:6][CH:5]=[CH:4][CH:3]=1. The catalyst class is: 8.